Dataset: Reaction yield outcomes from USPTO patents with 853,638 reactions. Task: Predict the reaction yield, written as a fraction of the theoretical maximum amount of product (1.0 means a 100% yield; for example, 0.34 means a 34% yield). (1) The reactants are Cl[C:2]([C:11]1[S:12][CH:13]=[C:14]([CH3:17])[C:15]=1[Cl:16])=[C:3]([C:9]#[N:10])[C:4]([O:6][CH2:7][CH3:8])=[O:5].Cl.[CH3:19][NH:20][C:21](=[O:25])[C@H:22]([CH3:24])[NH2:23].C(N(CC)CC)C. The catalyst is C(#N)C. The product is [Cl:16][C:15]1[C:14]([CH3:17])=[CH:13][S:12][C:11]=1/[C:2](/[NH:23][C@H:22]([CH3:24])[C:21]([NH:20][CH3:19])=[O:25])=[C:3](\[C:9]#[N:10])/[C:4]([O:6][CH2:7][CH3:8])=[O:5]. The yield is 0.570. (2) The reactants are [F:1][C:2]([F:12])([F:11])[C:3]1[NH:8][C:7](=[O:9])[NH:6][C:5](=[O:10])[CH:4]=1.[C:13]([O:17][C:18]([NH:20][C@H:21]([C:32]([O:34][CH3:35])=[O:33])[CH2:22][C:23]1[CH:28]=[CH:27][C:26](B(O)O)=[CH:25][CH:24]=1)=[O:19])([CH3:16])([CH3:15])[CH3:14].C(N(CC)CC)C. The catalyst is C(Cl)Cl.C([O-])(=O)C.[Cu+2].C([O-])(=O)C. The product is [C:13]([O:17][C:18]([NH:20][C@@H:21]([CH2:22][C:23]1[CH:24]=[CH:25][C:26]([N:6]2[C:5](=[O:10])[CH:4]=[C:3]([C:2]([F:1])([F:11])[F:12])[NH:8][C:7]2=[O:9])=[CH:27][CH:28]=1)[C:32]([O:34][CH3:35])=[O:33])=[O:19])([CH3:16])([CH3:14])[CH3:15]. The yield is 0.290.